This data is from Reaction yield outcomes from USPTO patents with 853,638 reactions. The task is: Predict the reaction yield, written as a fraction of the theoretical maximum amount of product (1.0 means a 100% yield; for example, 0.34 means a 34% yield). (1) The reactants are [Cl:1][C:2]1[C:3]([CH3:31])=[N:4][N:5]([C:7]2[N:12]=[CH:11][C:10]([NH:13][CH:14]([CH:26]3[CH2:30][CH2:29][CH2:28][CH2:27]3)[C:15]3[CH:25]=[CH:24][C:18]([C:19]([O:21]CC)=[O:20])=[CH:17][CH:16]=3)=[CH:9][CH:8]=2)[CH:6]=1.[OH-].[Na+]. The catalyst is CO.O1CCCC1. The product is [Cl:1][C:2]1[C:3]([CH3:31])=[N:4][N:5]([C:7]2[N:12]=[CH:11][C:10]([NH:13][CH:14]([CH:26]3[CH2:30][CH2:29][CH2:28][CH2:27]3)[C:15]3[CH:25]=[CH:24][C:18]([C:19]([OH:21])=[O:20])=[CH:17][CH:16]=3)=[CH:9][CH:8]=2)[CH:6]=1. The yield is 0.930. (2) The reactants are [CH2:1]([O:8][C:9]1[CH:10]=[CH:11][C:12]([C@@H:20]([O:23][Si:24]([C:27]([CH3:30])([CH3:29])[CH3:28])([CH3:26])[CH3:25])[CH2:21]Br)=[C:13]2[C:18]=1[NH:17][C:16](=[O:19])[CH:15]=[CH:14]2)[C:2]1[CH:7]=[CH:6][CH:5]=[CH:4][CH:3]=1.[I-].[Na+].[N-:33]=[N+:34]=[N-:35].[Na+]. The catalyst is CN(C)C=O.O. The product is [N:33]([CH2:21][C@@H:20]([C:12]1[CH:11]=[CH:10][C:9]([O:8][CH2:1][C:2]2[CH:7]=[CH:6][CH:5]=[CH:4][CH:3]=2)=[C:18]2[C:13]=1[CH:14]=[CH:15][C:16](=[O:19])[NH:17]2)[O:23][Si:24]([C:27]([CH3:30])([CH3:29])[CH3:28])([CH3:26])[CH3:25])=[N+:34]=[N-:35]. The yield is 0.780. (3) The reactants are CC1(C)COB([C:8]2[CH:29]=[CH:28][C:11]3[C:12]4[N:16]([CH2:17][CH2:18][O:19][C:10]=3[CH:9]=2)[CH:15]=[C:14]([C:20]2[N:21]([CH:25]([CH3:27])[CH3:26])[N:22]=[CH:23][N:24]=2)[N:13]=4)OC1.Cl.N[OH:33].[OH-].[Na+]. The catalyst is [Cl-].[NH4+]. The product is [CH:25]([N:21]1[C:20]([C:14]2[N:13]=[C:12]3[C:11]4[CH:28]=[CH:29][C:8]([OH:33])=[CH:9][C:10]=4[O:19][CH2:18][CH2:17][N:16]3[CH:15]=2)=[N:24][CH:23]=[N:22]1)([CH3:27])[CH3:26]. The yield is 0.430.